From a dataset of Reaction yield outcomes from USPTO patents with 853,638 reactions. Predict the reaction yield, written as a fraction of the theoretical maximum amount of product (1.0 means a 100% yield; for example, 0.34 means a 34% yield). (1) The reactants are F[C:2]1[CH:12]=[CH:11][C:5]([C:6]([O:8]CC)=[O:7])=[CH:4][C:3]=1[N+:13]([O-:15])=[O:14].[NH:16]1[CH2:21][CH2:20][O:19][CH2:18][CH2:17]1.[OH-].[Li+]. The catalyst is CN(C=O)C.O.C1COCC1. The product is [N:16]1([C:2]2[CH:12]=[CH:11][C:5]([C:6]([OH:8])=[O:7])=[CH:4][C:3]=2[N+:13]([O-:15])=[O:14])[CH2:21][CH2:20][O:19][CH2:18][CH2:17]1. The yield is 0.930. (2) The reactants are [CH2:1]([O:3][C:4]([C:6]1[CH:7]=[C:8]2[C:13](=[CH:14][CH:15]=1)[NH:12][CH:11]([C:16]1[CH:21]=[C:20]([F:22])[CH:19]=[C:18]([F:23])[CH:17]=1)[C:10]([CH3:25])([CH3:24])[CH:9]2O)=[O:5])[CH3:2].FC(F)(F)C(O)=O. The catalyst is C([SiH](CC)CC)C. The product is [CH2:1]([O:3][C:4]([C:6]1[CH:7]=[C:8]2[C:13](=[CH:14][CH:15]=1)[NH:12][CH:11]([C:16]1[CH:17]=[C:18]([F:23])[CH:19]=[C:20]([F:22])[CH:21]=1)[C:10]([CH3:24])([CH3:25])[CH2:9]2)=[O:5])[CH3:2]. The yield is 0.410. (3) The reactants are C([Mg]Br)C.I[C:6]1[N:7]=[CH:8][NH:9][CH:10]=1.CN(C)CCN(C)C.CON(C)[C:22]([CH2:24][N:25]1[CH2:30][CH2:29][N:28]([C:31]([O:33][C:34]([CH3:37])([CH3:36])[CH3:35])=[O:32])[CH2:27][CH2:26]1)=[O:23].[Cl-].[NH4+]. The catalyst is C1COCC1. The product is [NH:9]1[CH:10]=[C:6]([C:22](=[O:23])[CH2:24][N:25]2[CH2:26][CH2:27][N:28]([C:31]([O:33][C:34]([CH3:36])([CH3:35])[CH3:37])=[O:32])[CH2:29][CH2:30]2)[N:7]=[CH:8]1. The yield is 0.470.